This data is from Forward reaction prediction with 1.9M reactions from USPTO patents (1976-2016). The task is: Predict the product of the given reaction. Given the reactants Br[C:2]1[CH:3]=[CH:4][C:5]([CH3:8])=[N:6][CH:7]=1.[B:9]1([B:9]2[O:13][C:12]([CH3:15])([CH3:14])[C:11]([CH3:17])([CH3:16])[O:10]2)[O:13][C:12]([CH3:15])([CH3:14])[C:11]([CH3:17])([CH3:16])[O:10]1.CC([O-])=O.[K+].CCOC(C)=O, predict the reaction product. The product is: [CH3:8][C:5]1[CH:4]=[CH:3][C:2]([B:9]2[O:13][C:12]([CH3:15])([CH3:14])[C:11]([CH3:17])([CH3:16])[O:10]2)=[CH:7][N:6]=1.